From a dataset of Forward reaction prediction with 1.9M reactions from USPTO patents (1976-2016). Predict the product of the given reaction. (1) The product is: [CH3:11][C:10]1[C:5]([C:3]2[N:4]=[C:15]([C:14]3[CH:17]=[CH:18][CH:19]=[CH:20][C:13]=3[OH:12])[NH:1][N:2]=2)=[N:6][CH:7]=[CH:8][CH:9]=1. Given the reactants [NH2:1][NH:2][C:3]([C:5]1[C:10]([CH3:11])=[CH:9][CH:8]=[CH:7][N:6]=1)=[NH:4].[OH:12][C:13]1[CH:20]=[CH:19][CH:18]=[CH:17][C:14]=1[CH:15]=O, predict the reaction product. (2) Given the reactants [Br:1][C:2]1[CH:3]=[N:4][C:5]2[N:6]([CH:8]=[C:9]([C:11]3[CH:12]=[C:13]([CH:15]=[CH:16][C:17]=3[F:18])[NH2:14])[N:10]=2)[CH:7]=1.O.[C:20](OCC)(=[O:22])C, predict the reaction product. The product is: [Br:1][C:2]1[CH:3]=[N:4][C:5]2[N:6]([CH:8]=[C:9]([C:11]3[CH:12]=[C:13]([NH:14][CH:20]=[O:22])[CH:15]=[CH:16][C:17]=3[F:18])[N:10]=2)[CH:7]=1. (3) Given the reactants Cl[C:2]1[C:7]([I:8])=[CH:6][N:5]=[CH:4][N:3]=1.[NH:9]1[CH2:14][CH2:13][O:12][CH2:11][CH2:10]1.C(=O)([O-])[O-].[Cs+].[Cs+], predict the reaction product. The product is: [I:8][C:7]1[C:2]([N:9]2[CH2:14][CH2:13][O:12][CH2:11][CH2:10]2)=[N:3][CH:4]=[N:5][CH:6]=1. (4) Given the reactants [I:1][C:2]1[C:6]([C:7](O)=[O:8])=[CH:5][N:4]([CH3:10])[N:3]=1.[Cl:11][C:12]1[CH:13]=[C:14]([C:19]2[C:20]([NH2:26])=[CH:21][CH:22]=[C:23]([F:25])[CH:24]=2)[CH:15]=[CH:16][C:17]=1[Cl:18].C(N(CC)C(C)C)(C)C.F[P-](F)(F)(F)(F)F.Br[P+](N1CCCC1)(N1CCCC1)N1CCCC1, predict the reaction product. The product is: [Cl:11][C:12]1[CH:13]=[C:14]([C:19]2[CH:24]=[C:23]([F:25])[CH:22]=[CH:21][C:20]=2[NH:26][C:7]([C:6]2[C:2]([I:1])=[N:3][N:4]([CH3:10])[CH:5]=2)=[O:8])[CH:15]=[CH:16][C:17]=1[Cl:18]. (5) Given the reactants [F:1][CH:2]([F:30])[C:3]1[CH:7]=[C:6]([CH:8]([F:10])[F:9])[N:5]([CH2:11][C:12]([N:14]2[CH2:19][CH2:18][CH:17]([C:20]3[S:21][CH:22]=[C:23]([C:25]([O:27]CC)=[O:26])[N:24]=3)[CH2:16][CH2:15]2)=[O:13])[N:4]=1.Cl, predict the reaction product. The product is: [F:30][CH:2]([F:1])[C:3]1[CH:7]=[C:6]([CH:8]([F:9])[F:10])[N:5]([CH2:11][C:12]([N:14]2[CH2:19][CH2:18][CH:17]([C:20]3[S:21][CH:22]=[C:23]([C:25]([OH:27])=[O:26])[N:24]=3)[CH2:16][CH2:15]2)=[O:13])[N:4]=1. (6) Given the reactants [C:1]([NH:5][C:6]1[CH:7]=[C:8]2[C:12](=[CH:13][CH:14]=1)[NH:11][C:10]([C:15]([O:17]CC)=[O:16])=[CH:9]2)(=[O:4])[CH2:2][CH3:3].C([O-])([O-])=O.[Cs+].[Cs+], predict the reaction product. The product is: [C:1]([NH:5][C:6]1[CH:7]=[C:8]2[C:12](=[CH:13][CH:14]=1)[NH:11][C:10]([C:15]([OH:17])=[O:16])=[CH:9]2)(=[O:4])[CH2:2][CH3:3]. (7) The product is: [Cl:1][C:2]1[CH:3]=[C:4]([C:8]2[N:13]=[C:12]([CH2:14][N:15]3[CH:19]=[N:18][C:17]([CH2:20][OH:21])=[N:16]3)[CH:11]=[N:10][C:9]=2[O:24][CH3:25])[CH:5]=[CH:6][CH:7]=1. Given the reactants [Cl:1][C:2]1[CH:3]=[C:4]([C:8]2[N:13]=[C:12]([CH2:14][N:15]3[CH:19]=[N:18][C:17]([C:20](OC)=[O:21])=[N:16]3)[CH:11]=[N:10][C:9]=2[O:24][CH3:25])[CH:5]=[CH:6][CH:7]=1.[Li+].[BH4-], predict the reaction product.